From a dataset of Reaction yield outcomes from USPTO patents with 853,638 reactions. Predict the reaction yield, written as a fraction of the theoretical maximum amount of product (1.0 means a 100% yield; for example, 0.34 means a 34% yield). The reactants are [Br:1][C:2]1[C:3]([OH:20])=[C:4]([C:10]2[N:11]=[C:12]([C:15]([O:17]CC)=[O:16])[S:13][CH:14]=2)[CH:5]=[C:6]([Br:9])[C:7]=1[OH:8].CO.O.[OH-].[Li+].Cl. The catalyst is O1CCCC1. The product is [Br:1][C:2]1[C:3]([OH:20])=[C:4]([C:10]2[N:11]=[C:12]([C:15]([OH:17])=[O:16])[S:13][CH:14]=2)[CH:5]=[C:6]([Br:9])[C:7]=1[OH:8]. The yield is 0.950.